Dataset: Reaction yield outcomes from USPTO patents with 853,638 reactions. Task: Predict the reaction yield, written as a fraction of the theoretical maximum amount of product (1.0 means a 100% yield; for example, 0.34 means a 34% yield). (1) The reactants are [CH3:1][N:2]1[CH2:7][C@@H:6]2[CH2:8][C@H:3]1[CH2:4][N:5]2[C:9]1[CH:14]=[CH:13][C:12]([N+:15]([O-])=O)=[CH:11][C:10]=1[CH3:18]. The catalyst is CCO.[Pd]. The product is [CH3:18][C:10]1[CH:11]=[C:12]([CH:13]=[CH:14][C:9]=1[N:5]1[CH2:4][C@@H:3]2[CH2:8][C@H:6]1[CH2:7][N:2]2[CH3:1])[NH2:15]. The yield is 0.860. (2) The yield is 0.450. The catalyst is CCO. The reactants are [CH3:1][O:2][C:3](=[O:16])[C:4]1[CH:9]=[CH:8][CH:7]=[C:6]([NH:10][CH2:11][C:12](=[O:15])[CH:13]=[CH2:14])[CH:5]=1.[NH:17]1[CH2:22][CH2:21][CH:20]([O:23][C:24](=[O:38])[NH:25][C:26]2[CH:31]=[CH:30][CH:29]=[CH:28][C:27]=2[C:32]2[CH:37]=[CH:36][CH:35]=[CH:34][CH:33]=2)[CH2:19][CH2:18]1. The product is [CH3:1][O:2][C:3](=[O:16])[C:4]1[CH:9]=[CH:8][CH:7]=[C:6]([NH:10][CH2:11][C:12](=[O:15])[CH2:13][CH2:14][N:17]2[CH2:18][CH2:19][CH:20]([O:23][C:24](=[O:38])[NH:25][C:26]3[CH:31]=[CH:30][CH:29]=[CH:28][C:27]=3[C:32]3[CH:37]=[CH:36][CH:35]=[CH:34][CH:33]=3)[CH2:21][CH2:22]2)[CH:5]=1.